Task: Predict the product of the given reaction.. Dataset: Forward reaction prediction with 1.9M reactions from USPTO patents (1976-2016) (1) Given the reactants [Cl:1][C:2]1[N:3]=[C:4]([Cl:11])[C:5]2[CH:10]=[CH:9][NH:8][C:6]=2[N:7]=1.[B-](F)(F)(F)[F:13].[B-](F)(F)(F)F.C1[N+]2(CCl)CC[N+](F)(CC2)C1, predict the reaction product. The product is: [Cl:1][C:2]1[N:3]=[C:4]([Cl:11])[C:5]2[C:10]([F:13])=[CH:9][NH:8][C:6]=2[N:7]=1. (2) The product is: [Br:1][C:2]1[C:3]([F:10])=[C:4]([CH:5]([C:15]2[CH:16]=[CH:17][C:12]([F:11])=[CH:13][C:14]=2[O:20][CH3:21])[OH:6])[CH:7]=[CH:8][CH:9]=1. Given the reactants [Br:1][C:2]1[C:3]([F:10])=[C:4]([CH:7]=[CH:8][CH:9]=1)[CH:5]=[O:6].[F:11][C:12]1[CH:17]=[CH:16][C:15]([Mg]Br)=[C:14]([O:20][CH3:21])[CH:13]=1, predict the reaction product. (3) Given the reactants [Br:1][C:2]1[CH:7]=[CH:6][C:5](/[C:8](/[C:12]2[CH:17]=[CH:16][C:15]([C:18]([F:21])([F:20])[F:19])=[CH:14][CH:13]=2)=[CH:9]/[CH2:10][OH:11])=[CH:4][CH:3]=1.O[C:23]1[CH:34]=[CH:33][C:26]([O:27][CH2:28][C:29]([O:31][CH3:32])=[O:30])=[C:25]([CH3:35])[CH:24]=1.C1(P(C2C=CC=CC=2)C2C=CC=CC=2)C=CC=CC=1.N(C(OC(C)C)=O)=NC(OC(C)C)=O, predict the reaction product. The product is: [Br:1][C:2]1[CH:7]=[CH:6][C:5](/[C:8](/[C:12]2[CH:17]=[CH:16][C:15]([C:18]([F:19])([F:20])[F:21])=[CH:14][CH:13]=2)=[CH:9]/[CH2:10][O:11][C:23]2[CH:34]=[CH:33][C:26]([O:27][CH2:28][C:29]([O:31][CH3:32])=[O:30])=[C:25]([CH3:35])[CH:24]=2)=[CH:4][CH:3]=1. (4) Given the reactants [C:1]([O:4][C@@H:5]1[C@@H:19]([O:20][C:21](=[O:23])[CH3:22])[C@H:18]([O:24][C:25](=[O:27])[CH3:26])[CH2:17][S:16][C@H:6]1[O:7][C:8]1[C:9]([Cl:15])=[N:10][C:11](I)=[CH:12][CH:13]=1)(=[O:3])[CH3:2].[F:28][C:29]1[N:34]=[CH:33][C:32](B(O)O)=[CH:31][CH:30]=1, predict the reaction product. The product is: [C:1]([O:4][C@@H:5]1[C@@H:19]([O:20][C:21](=[O:23])[CH3:22])[C@H:18]([O:24][C:25](=[O:27])[CH3:26])[CH2:17][S:16][C@H:6]1[O:7][C:8]1[C:9]([Cl:15])=[N:10][C:11]([C:32]2[CH:33]=[N:34][C:29]([F:28])=[CH:30][CH:31]=2)=[CH:12][CH:13]=1)(=[O:3])[CH3:2].